This data is from Forward reaction prediction with 1.9M reactions from USPTO patents (1976-2016). The task is: Predict the product of the given reaction. Given the reactants [NH2:1][C:2]1[N:11]=[C:10]([C:12]([N:14]2[CH2:22][C:21]3[C:16](=[CH:17][CH:18]=[CH:19][CH:20]=3)[CH2:15]2)=[O:13])[C:9]2[C:4](=[CH:5][CH:6]=[C:7]([C:23]3[CH:30]=[CH:29][CH:28]=[CH:27][C:24]=3[CH:25]=O)[CH:8]=2)[N:3]=1.[CH3:31][CH:32]1[CH2:36][CH2:35][CH:34]([CH3:37])[NH:33]1.C(O)(=O)C.C(O[BH-](OC(=O)C)OC(=O)C)(=O)C.[Na+], predict the reaction product. The product is: [NH2:1][C:2]1[N:11]=[C:10]([C:12]([N:14]2[CH2:22][C:21]3[C:16](=[CH:17][CH:18]=[CH:19][CH:20]=3)[CH2:15]2)=[O:13])[C:9]2[C:4](=[CH:5][CH:6]=[C:7]([C:23]3[CH:30]=[CH:29][CH:28]=[CH:27][C:24]=3[CH2:25][N:33]3[CH:34]([CH3:37])[CH2:35][CH2:36][CH:32]3[CH3:31])[CH:8]=2)[N:3]=1.